Dataset: Forward reaction prediction with 1.9M reactions from USPTO patents (1976-2016). Task: Predict the product of the given reaction. (1) Given the reactants [CH3:1][O:2][C:3]1[CH:20]=[CH:19][C:6]2[NH:7][C:8](=[O:18])[N:9]([CH:12]3[CH2:17][CH2:16][NH:15][CH2:14][CH2:13]3)[CH2:10][CH2:11][C:5]=2[CH:4]=1.[Cl:21][C:22]1[N:23]=[N:24][C:25](Cl)=[CH:26][C:27]=1[C:28]([C:30]1[CH:40]=[C:39]([CH3:41])[C:33]2[N:34]([CH3:38])[C:35](=[O:37])[O:36][C:32]=2[CH:31]=1)=[O:29].CCN(C(C)C)C(C)C, predict the reaction product. The product is: [Cl:21][C:22]1[N:23]=[N:24][C:25]([N:15]2[CH2:14][CH2:13][CH:12]([N:9]3[CH2:10][CH2:11][C:5]4[CH:4]=[C:3]([O:2][CH3:1])[CH:20]=[CH:19][C:6]=4[NH:7][C:8]3=[O:18])[CH2:17][CH2:16]2)=[CH:26][C:27]=1[C:28]([C:30]1[CH:40]=[C:39]([CH3:41])[C:33]2[N:34]([CH3:38])[C:35](=[O:37])[O:36][C:32]=2[CH:31]=1)=[O:29]. (2) Given the reactants Cl[C:2]1[CH:9]=C[CH:7]=[C:6]([F:10])[C:3]=1C=O.[ClH:11].[NH2:12][OH:13].[OH-].[Na+].[CH2:16](O)[CH3:17], predict the reaction product. The product is: [Cl:11][C:17]1[CH:16]=[CH:7][C:6]([F:10])=[CH:3][C:2]=1[CH:9]=[N:12][OH:13]. (3) Given the reactants [CH2:1]([N:8]1[C@@H:13]2[C@H:14]([C:16]3[N:17]=[N:18][N:19]([CH2:21][CH2:22][NH:23][C:24](OC(C)(C)C)=O)[N:20]=3)[CH2:15][C@@:9]1([C:47]1[CH:52]=[CH:51][CH:50]=[CH:49][CH:48]=1)[C@H:10]([O:31][CH2:32][C:33]1[CH:38]=[C:37]([C:39]([F:42])([F:41])[F:40])[CH:36]=[C:35]([C:43]([F:46])([F:45])[F:44])[CH:34]=1)[CH2:11][CH2:12]2)[C:2]1[CH:7]=[CH:6][CH:5]=[CH:4][CH:3]=1.[CH3:53]N(C)CCO, predict the reaction product. The product is: [CH2:1]([N:8]1[C@@H:13]2[C@H:14]([C:16]3[N:17]=[N:18][N:19]([CH2:21][CH2:22][N:23]([CH3:24])[CH3:53])[N:20]=3)[CH2:15][C@@:9]1([C:47]1[CH:48]=[CH:49][CH:50]=[CH:51][CH:52]=1)[C@H:10]([O:31][CH2:32][C:33]1[CH:34]=[C:35]([C:43]([F:44])([F:46])[F:45])[CH:36]=[C:37]([C:39]([F:40])([F:42])[F:41])[CH:38]=1)[CH2:11][CH2:12]2)[C:2]1[CH:7]=[CH:6][CH:5]=[CH:4][CH:3]=1. (4) Given the reactants [Cl:1][C:2]1[CH:7]=[CH:6][C:5]([C@H:8]([C:21]([N:23]2[CH2:28][CH2:27][N:26]([C:29]3[C:34]([C:35]4[CH:40]=[CH:39][CH:38]=[C:37]([F:41])[CH:36]=4)=[CH:33][N:32]=[C:31]4[NH:42][CH:43]=[CH:44][C:30]=34)[CH2:25][CH2:24]2)=[O:22])[CH2:9][N:10]([CH:18]([CH3:20])[CH3:19])C(=O)OC(C)(C)C)=[CH:4][CH:3]=1.C(O)(C(F)(F)F)=O.C1(N)C(F)=C(F)C(F)=C(N)C=1F.Cl.Cl, predict the reaction product. The product is: [Cl:1][C:2]1[CH:3]=[CH:4][C:5]([C@@H:8]([CH2:9][NH:10][CH:18]([CH3:20])[CH3:19])[C:21]([N:23]2[CH2:24][CH2:25][N:26]([C:29]3[C:34]([C:35]4[CH:40]=[CH:39][CH:38]=[C:37]([F:41])[CH:36]=4)=[CH:33][N:32]=[C:31]4[NH:42][CH:43]=[CH:44][C:30]=34)[CH2:27][CH2:28]2)=[O:22])=[CH:6][CH:7]=1. (5) Given the reactants [F:1][C:2]1[CH:10]=[C:9]2[C:5]([CH2:6][CH2:7][C:8]2=O)=[CH:4][C:3]=1[N:12]1[CH2:17][CH2:16][O:15][CH2:14][CH2:13]1.[Cl-].[OH:19][NH3+:20].C([O-])(=O)C.[Na+].O, predict the reaction product. The product is: [F:1][C:2]1[CH:10]=[C:9]2[C:5]([CH2:6][CH2:7][C:8]2=[N:20][OH:19])=[CH:4][C:3]=1[N:12]1[CH2:17][CH2:16][O:15][CH2:14][CH2:13]1. (6) Given the reactants [C:1]([C:4]1[CH:5]=[C:6]([NH:10][CH:11]([C:15]2[CH:20]=[CH:19][C:18]([O:21][CH3:22])=[C:17]([O:23][CH3:24])[CH:16]=2)[C:12](O)=[O:13])[CH:7]=[CH:8][CH:9]=1)(=[O:3])[NH2:2].Cl.[NH2:26][C@@H:27]([C:33]1[CH:38]=[C:37]([NH:39][C:40]([O:42][CH3:43])=[O:41])[CH:36]=[CH:35][C:34]=1[S:44]([CH:47]([CH3:49])[CH3:48])(=[O:46])=[O:45])[CH2:28][C:29]([O:31]C)=[O:30], predict the reaction product. The product is: [C:1]([C:4]1[CH:5]=[C:6]([NH:10][C@H:11]([C:15]2[CH:20]=[CH:19][C:18]([O:21][CH3:22])=[C:17]([O:23][CH3:24])[CH:16]=2)[C:12]([NH:26][C@@H:27]([C:33]2[CH:38]=[C:37]([NH:39][C:40]([O:42][CH3:43])=[O:41])[CH:36]=[CH:35][C:34]=2[S:44]([CH:47]([CH3:49])[CH3:48])(=[O:46])=[O:45])[CH2:28][C:29]([OH:31])=[O:30])=[O:13])[CH:7]=[CH:8][CH:9]=1)(=[O:3])[NH2:2]. (7) Given the reactants [CH:1]1([N:5]2[CH2:11][CH2:10][C:9]3[CH:12]=[CH:13][C:14]([O:16][C:17]4[S:18][C:19]([N+:22]([O-])=O)=[CH:20][CH:21]=4)=[CH:15][C:8]=3[CH2:7][CH2:6]2)[CH2:4][CH2:3][CH2:2]1.C1(N2CCC3C=[CH:37][C:38]([O:40]C4SC(NC(=O)C)=CN=4)=CC=3CC2)CCC1, predict the reaction product. The product is: [CH:1]1([N:5]2[CH2:11][CH2:10][C:9]3[CH:12]=[CH:13][C:14]([O:16][C:17]4[S:18][C:19]([NH:22][C:38](=[O:40])[CH3:37])=[CH:20][CH:21]=4)=[CH:15][C:8]=3[CH2:7][CH2:6]2)[CH2:4][CH2:3][CH2:2]1. (8) Given the reactants [OH:1][C@H:2]1[CH2:7][CH2:6][C@@H:5]([C:8]([O:10][CH3:11])=[O:9])[C@H:4]([O:12][CH3:13])[CH2:3]1.[CH3:14][S:15](Cl)(=[O:17])=[O:16], predict the reaction product. The product is: [CH3:13][O:12][C@@H:4]1[CH2:3][C@@H:2]([O:1][S:15]([CH3:14])(=[O:17])=[O:16])[CH2:7][CH2:6][C@H:5]1[C:8]([O:10][CH3:11])=[O:9].